This data is from Reaction yield outcomes from USPTO patents with 853,638 reactions. The task is: Predict the reaction yield, written as a fraction of the theoretical maximum amount of product (1.0 means a 100% yield; for example, 0.34 means a 34% yield). The reactants are [Cl:1][C:2]1[C:3]([OH:13])=[C:4]([CH:8]=[C:9]([Cl:12])[C:10]=1[OH:11])[C:5]([O-:7])=[O:6]. The catalyst is [OH-].[Na+]. The product is [Cl:1][C:2]1[C:3]([OH:13])=[C:4]([CH:8]=[C:9]([Cl:12])[C:10]=1[OH:11])[C:5]([OH:7])=[O:6]. The yield is 0.750.